This data is from Forward reaction prediction with 1.9M reactions from USPTO patents (1976-2016). The task is: Predict the product of the given reaction. Given the reactants [Si]([O:8][CH2:9][CH2:10][O:11][CH:12]1[CH2:17][CH2:16][N:15]([C:18]2[CH:23]=[CH:22][C:21]([OH:24])=[CH:20][CH:19]=2)[CH2:14][CH2:13]1)(C(C)(C)C)(C)C.[C:25]([C:28]1[CH:35]=[CH:34][C:31]([C:32]#[N:33])=[CH:30][C:29]=1F)(=[O:27])[CH3:26], predict the reaction product. The product is: [C:25]([C:28]1[CH:35]=[CH:34][C:31]([C:32]#[N:33])=[CH:30][C:29]=1[O:24][C:21]1[CH:20]=[CH:19][C:18]([N:15]2[CH2:14][CH2:13][CH:12]([O:11][CH2:10][CH2:9][OH:8])[CH2:17][CH2:16]2)=[CH:23][CH:22]=1)(=[O:27])[CH3:26].